From a dataset of Reaction yield outcomes from USPTO patents with 853,638 reactions. Predict the reaction yield, written as a fraction of the theoretical maximum amount of product (1.0 means a 100% yield; for example, 0.34 means a 34% yield). The reactants are [CH3:1][O:2][C:3]1[C:16]([O:17][CH3:18])=[CH:15][CH:14]=[C:13]([C:19]2[CH:20]=[C:21]3[C:25](=[CH:26][CH:27]=2)[C:24](=[O:28])[O:23][CH2:22]3)[C:4]=1[O:5][CH2:6][C:7]([CH3:12])([CH3:11])[C:8](O)=[O:9].Cl.[CH3:30][N:31](C)[CH2:32]CCN=C=NCC.C(N(CC)CC)C.O.ON1C2C=CC=CC=2N=N1.CNC. The catalyst is ClCCl.O. The product is [CH3:1][O:2][C:3]1[C:16]([O:17][CH3:18])=[CH:15][CH:14]=[C:13]([C:19]2[CH:20]=[C:21]3[C:25](=[CH:26][CH:27]=2)[C:24](=[O:28])[O:23][CH2:22]3)[C:4]=1[O:5][CH2:6][C:7]([CH3:12])([CH3:11])[C:8]([N:31]([CH3:32])[CH3:30])=[O:9]. The yield is 0.300.